Dataset: NCI-60 drug combinations with 297,098 pairs across 59 cell lines. Task: Regression. Given two drug SMILES strings and cell line genomic features, predict the synergy score measuring deviation from expected non-interaction effect. (1) Drug 1: CC1OCC2C(O1)C(C(C(O2)OC3C4COC(=O)C4C(C5=CC6=C(C=C35)OCO6)C7=CC(=C(C(=C7)OC)O)OC)O)O. Synergy scores: CSS=23.6, Synergy_ZIP=-6.90, Synergy_Bliss=-8.95, Synergy_Loewe=-4.97, Synergy_HSA=-3.47. Drug 2: CC12CCC3C(C1CCC2OP(=O)(O)O)CCC4=C3C=CC(=C4)OC(=O)N(CCCl)CCCl.[Na+]. Cell line: LOX IMVI. (2) Drug 1: CC1=CC=C(C=C1)C2=CC(=NN2C3=CC=C(C=C3)S(=O)(=O)N)C(F)(F)F. Drug 2: CC(C)(C#N)C1=CC(=CC(=C1)CN2C=NC=N2)C(C)(C)C#N. Cell line: SR. Synergy scores: CSS=-6.85, Synergy_ZIP=0.829, Synergy_Bliss=-4.44, Synergy_Loewe=-4.99, Synergy_HSA=-6.63. (3) Drug 1: CNC(=O)C1=CC=CC=C1SC2=CC3=C(C=C2)C(=NN3)C=CC4=CC=CC=N4. Drug 2: CC1CCC2CC(C(=CC=CC=CC(CC(C(=O)C(C(C(=CC(C(=O)CC(OC(=O)C3CCCCN3C(=O)C(=O)C1(O2)O)C(C)CC4CCC(C(C4)OC)OCCO)C)C)O)OC)C)C)C)OC. Cell line: HCT-15. Synergy scores: CSS=13.2, Synergy_ZIP=-6.19, Synergy_Bliss=-5.43, Synergy_Loewe=-21.8, Synergy_HSA=-6.77. (4) Drug 1: CC12CCC3C(C1CCC2O)C(CC4=C3C=CC(=C4)O)CCCCCCCCCS(=O)CCCC(C(F)(F)F)(F)F. Drug 2: C(CN)CNCCSP(=O)(O)O. Cell line: SK-OV-3. Synergy scores: CSS=-1.71, Synergy_ZIP=1.81, Synergy_Bliss=1.63, Synergy_Loewe=0.519, Synergy_HSA=-2.25. (5) Drug 1: CC=C1C(=O)NC(C(=O)OC2CC(=O)NC(C(=O)NC(CSSCCC=C2)C(=O)N1)C(C)C)C(C)C. Drug 2: C1CC(=O)NC(=O)C1N2C(=O)C3=CC=CC=C3C2=O. Cell line: K-562. Synergy scores: CSS=37.1, Synergy_ZIP=1.12, Synergy_Bliss=-2.97, Synergy_Loewe=-70.0, Synergy_HSA=-6.42.